From a dataset of Peptide-MHC class I binding affinity with 185,985 pairs from IEDB/IMGT. Regression. Given a peptide amino acid sequence and an MHC pseudo amino acid sequence, predict their binding affinity value. This is MHC class I binding data. (1) The peptide sequence is GRTFGKLPY. The MHC is HLA-B07:02 with pseudo-sequence HLA-B07:02. The binding affinity (normalized) is 0.0847. (2) The peptide sequence is DGAEALGPFQ. The MHC is H-2-Kb with pseudo-sequence H-2-Kb. The binding affinity (normalized) is 0.291. (3) The peptide sequence is YSKDSRNKL. The MHC is HLA-B15:01 with pseudo-sequence HLA-B15:01. The binding affinity (normalized) is 0. (4) The peptide sequence is WYETVKVNY. The MHC is HLA-A24:03 with pseudo-sequence HLA-A24:03. The binding affinity (normalized) is 0.155.